This data is from Forward reaction prediction with 1.9M reactions from USPTO patents (1976-2016). The task is: Predict the product of the given reaction. Given the reactants [C:1]([O:5][C:6]([N:8]1[CH2:13][CH2:12][CH:11]([NH2:14])[CH2:10][CH2:9]1)=[O:7])([CH3:4])([CH3:3])[CH3:2].[N+:15]([C:18]1[S:19][CH:20]=[C:21]([CH:23]=O)[N:22]=1)([O-:17])=[O:16].[BH4-].[Na+].C(O)(=O)C, predict the reaction product. The product is: [C:1]([O:5][C:6]([N:8]1[CH2:13][CH2:12][CH:11]([NH:14][CH2:23][C:21]2[N:22]=[C:18]([N+:15]([O-:17])=[O:16])[S:19][CH:20]=2)[CH2:10][CH2:9]1)=[O:7])([CH3:4])([CH3:2])[CH3:3].